This data is from Experimentally validated miRNA-target interactions with 360,000+ pairs, plus equal number of negative samples. The task is: Binary Classification. Given a miRNA mature sequence and a target amino acid sequence, predict their likelihood of interaction. (1) The miRNA is hsa-miR-4493 with sequence AGAAGGCCUUUCCAUCUCUGU. The protein sequence of the target gene is MKVHIHTKFCLICLLTFIFHHCNHCHEDHDHGPEELHRHHRGMTESESSKFSVQDAENEKKYYIEKLFDRYGENGRLSFFGLEKLLTNLGLGEIKVVEINHEDLGHDHVSHLDILAVQEGKHFHSHTHQHFHNHLNAENHTTTSVTSKRNHKCDPEKEAAELPIKADDKHLHDRNHRFHHRHRLHHHLDHNTTRHVHNDSVAHSEHGEPGHSPSPETNKTQEQSEVKSVKVRRKEKGKRKKENSEVNTPGFLPNHDHSEQYEHNRVHKLDRVHSPGHPHAHLPEHSGHELGHGHQELDPD.... Result: 0 (no interaction). (2) The miRNA is hsa-miR-6829-3p with sequence UGCCUCCUCCGUGGCCUCAG. The protein sequence of the target gene is MNLAISIALLLTVLQVSRGQKVTSLTACLVDQSLRLDCRHENTSSSPIQYEFSLTRETKKHVLFGTVGVPEHTYRSRTNFTSKYNMKVLYLSAFTSKDEGTYTCALHHSGHSPPISSQNVTVLRDKLVKCEGISLLAQNTSWLLLLLLSLSLLQATDFMSL. Result: 1 (interaction). (3) The miRNA is hsa-miR-6780a-5p with sequence UUGGGAGGGAAGACAGCUGGAGA. The protein sequence of the target gene is MEYHPDLENLDEDGYTQLHFDSQSNTRIAVVSEKGSCAASPPWRLIAVILGILCLVILVIAVVLGTMAIWRSNSGSNTLENGYFLSRNKENHSQPTQSSLEDSVTPTKAVKTTGVLSSPCPPNWIIYEKSCYLFSMSLNSWDGSKRQCWQLGSNLLKIDSSNELGFIVKQVSSQPDNSFWIGLSRPQTEVPWLWEDGSTFSSNLFQIRTTATQENPSPNCVWIHVSVIYDQLCSVPSYSICEKKFSM. Result: 1 (interaction). (4) The protein sequence of the target gene is MSEPGKGDDCLELESSMAESRLRAPDLGVSRCLGKCQKNSPGARKHPFSGKSFYLDLPAGKNLQFLTGAIQQLGGVIEGFLSKEVSYIVSSRREVKAESSGKSHRGCPSPSPSEVRVETSAMVDPKGSHPRPSRKPVDSVPLSRGKELLQKAIRNQGSISGGGSGGSSSLLTNARSWGVRILHVDEMMMHVQQLSLASLCVKKQQPKKPEGTCPAAESRTRKVARLKAPFLKIEDESRKFRPFHHQFKSFPEISFLGPKDASPFEAPTTLGSMHHTRESKDGEPSPRSAAHTMPRRKKGY.... The miRNA is hsa-miR-378g with sequence ACUGGGCUUGGAGUCAGAAG. Result: 0 (no interaction). (5) The miRNA is hsa-miR-548g-5p with sequence UGCAAAAGUAAUUGCAGUUUUUG. The protein sequence of the target gene is MELKVWVDGVQRIVCGVTEVTTCQEVVIALAQAIGRTGRYTLIEKWRDTERHLAPHENPIVSLNKWGQYASDVQLILRRTGPSLSERPTSDSVARIPERTLYRQSLPPLAKLRPQADKSIRRREPKRKSLTFTGGAKGLTDIFGKGKETEFRQKVLSNCRATAEELKRLIRLQTGKLQAIEKQLESSEAEIRFWEQKYSCSLEEEIVRLEQRIKRNDVEIEEEEFWENELQIEQENEKQLQDQLEEIRQKVTDCEGRLKDYLAQIHTMESGLQAEKLHREVQEAQVNEEEVKGKIEKVKG.... Result: 0 (no interaction). (6) The miRNA is mmu-miR-384-3p with sequence AUUCCUAGAAAUUGUUCACAAU. The protein sequence of the target gene is MGNVQERPSETIDRERKRLVETLQADSGLLLDALVARGVLTGPEYEALDALPDAERRVRRLLLLVQSKGEAACQELLRCAQQTVRMPDPAWDWQHVGPGYRNRSYDPSCPGHWTPEAPSSGTTCPELPRASEQEEVGGPEGSEALQPRTPEEPELEAEATEGDEPDLEQEMNPEQEPEPEPEPEPEPEPEPEPEPEPEPEPEPEPEPEPDFQEEDESEDS. Result: 1 (interaction).